This data is from Catalyst prediction with 721,799 reactions and 888 catalyst types from USPTO. The task is: Predict which catalyst facilitates the given reaction. (1) Reactant: Cl[C:2]1[N:7]=[C:6]([NH:8][C:9]2[N:14]=[CH:13][C:12]3[N:15]=[C:16]([CH3:21])[N:17]([CH:18]([CH3:20])[CH3:19])[C:11]=3[CH:10]=2)[CH:5]=[CH:4][N:3]=1.[CH2:22]([O:24][C:25](=[O:39])[C:26]([CH2:37][NH2:38])([CH3:36])[CH2:27][CH2:28]OC(=O)C(C)(C)C)[CH3:23].C(N(CC)C(C)C)(C)C. Product: [CH2:22]([O:24][C:25]([C:26]1([CH3:36])[CH2:27][CH2:28][N:38]([C:2]2[N:7]=[C:6]([NH:8][C:9]3[N:14]=[CH:13][C:12]4[N:15]=[C:16]([CH3:21])[N:17]([CH:18]([CH3:20])[CH3:19])[C:11]=4[CH:10]=3)[CH:5]=[CH:4][N:3]=2)[CH2:37]1)=[O:39])[CH3:23]. The catalyst class is: 32. (2) Reactant: [Br:1][C:2]1[CH:3]=[C:4]([N:8]2[CH2:13][CH2:12][NH:11][CH2:10][CH2:9]2)[CH:5]=[CH:6][CH:7]=1.Br[CH2:15][CH2:16][OH:17].C([O-])([O-])=O.[K+].[K+]. Product: [Br:1][C:2]1[CH:3]=[C:4]([N:8]2[CH2:13][CH2:12][N:11]([CH2:15][CH2:16][OH:17])[CH2:10][CH2:9]2)[CH:5]=[CH:6][CH:7]=1. The catalyst class is: 3. (3) The catalyst class is: 96. Reactant: [CH3:1][C:2]1[CH:11]=[C:10]([CH2:12][C:13]2[CH:30]=[CH:29][C:16]([C:17]([NH:19][C@@H:20]3[CH2:24][NH:23][CH2:22][C@@H:21]3[C:25]([O:27][CH3:28])=[O:26])=[O:18])=[CH:15][CH:14]=2)[C:9]2[C:4](=[CH:5][CH:6]=[CH:7][CH:8]=2)[N:3]=1.C(N(C(C)C)CC)(C)C.[CH:40](=O)[CH:41]([CH3:43])[CH3:42].[BH-](OC(C)=O)(OC(C)=O)OC(C)=O.[Na+]. Product: [CH2:40]([N:23]1[CH2:24][C@@H:20]([NH:19][C:17](=[O:18])[C:16]2[CH:15]=[CH:14][C:13]([CH2:12][C:10]3[C:9]4[C:4](=[CH:5][CH:6]=[CH:7][CH:8]=4)[N:3]=[C:2]([CH3:1])[CH:11]=3)=[CH:30][CH:29]=2)[C@@H:21]([C:25]([O:27][CH3:28])=[O:26])[CH2:22]1)[CH:41]([CH3:43])[CH3:42].